This data is from Reaction yield outcomes from USPTO patents with 853,638 reactions. The task is: Predict the reaction yield, written as a fraction of the theoretical maximum amount of product (1.0 means a 100% yield; for example, 0.34 means a 34% yield). The reactants are [CH3:1][C:2]1[N:7]=[C:6]([CH:8]=[O:9])[CH:5]=[CH:4][C:3]=1[N+:10]([O-:12])=[O:11].[BH4-].[Na+]. The catalyst is C(O)C. The product is [CH3:1][C:2]1[N:7]=[C:6]([CH2:8][OH:9])[CH:5]=[CH:4][C:3]=1[N+:10]([O-:12])=[O:11]. The yield is 0.910.